From a dataset of CYP2C9 inhibition data for predicting drug metabolism from PubChem BioAssay. Regression/Classification. Given a drug SMILES string, predict its absorption, distribution, metabolism, or excretion properties. Task type varies by dataset: regression for continuous measurements (e.g., permeability, clearance, half-life) or binary classification for categorical outcomes (e.g., BBB penetration, CYP inhibition). Dataset: cyp2c9_veith. (1) The drug is O=S(=O)(c1ccccc1)c1cnc(-c2cccnc2)nc1-c1ccc(Cl)cc1Cl. The result is 1 (inhibitor). (2) The drug is COc1ccccc1-c1nc(N(C)Cc2ccco2)c2ccccc2n1. The result is 0 (non-inhibitor). (3) The compound is COc1ccc(O[C@H]2C=C[C@@H](c3ccccc3)O[C@H]2COC(=O)CC/C(C)=N\OC[C@@H](C)[C@H](OCc2ccccc2)C(C)C)cc1. The result is 0 (non-inhibitor). (4) The compound is CC1CCN(CC[C@H]2CCCN2S(=O)(=O)c2cccc(O)c2)CC1. The result is 0 (non-inhibitor). (5) The drug is C[C@@H]1O[C@H](O[C@@H]2C=C3CC[C@H]4[C@@H](CC[C@]5(C)[C@@H](c6ccc(=O)oc6)CC[C@]45O)[C@@]3(C)CC2)[C@@H](O)[C@H](O)[C@@H]1O. The result is 0 (non-inhibitor). (6) The drug is CC(CN1C(=O)/C(=C/c2ccc(C#N)cc2)NC1=S)Cn1ccnc1. The result is 1 (inhibitor).